This data is from Catalyst prediction with 721,799 reactions and 888 catalyst types from USPTO. The task is: Predict which catalyst facilitates the given reaction. (1) Reactant: [F:1][CH:2]([F:19])[C:3](O)=[CH:4][C:5]([C:7]1[CH:17]=[CH:16][C:10]2[O:11][CH2:12][C:13](=[O:15])[NH:14][C:9]=2[CH:8]=1)=O.[C:20]1([NH:26][NH2:27])[CH:25]=[CH:24][CH:23]=[CH:22][CH:21]=1.C(O)(=O)C. Product: [F:1][CH:2]([F:19])[C:3]1[CH:4]=[C:5]([C:7]2[CH:17]=[CH:16][C:10]3[O:11][CH2:12][C:13](=[O:15])[NH:14][C:9]=3[CH:8]=2)[N:26]([C:20]2[CH:25]=[CH:24][CH:23]=[CH:22][CH:21]=2)[N:27]=1. The catalyst class is: 32. (2) Reactant: [NH2:1][C:2]1[CH:7]=[CH:6][CH:5]=[CH:4][C:3]=1[SH:8].[Br:9][C:10]1[CH:17]=[CH:16][C:13]([CH:14]=O)=[CH:12][CH:11]=1.CC1C=CC(S(O)(=O)=O)=CC=1. Product: [Br:9][C:10]1[CH:17]=[CH:16][C:13]([C:14]2[S:8][C:3]3[CH:4]=[CH:5][CH:6]=[CH:7][C:2]=3[N:1]=2)=[CH:12][CH:11]=1. The catalyst class is: 11. (3) Reactant: [CH3:1][C@H:2]1[O:7][C@@H:6]([CH3:8])[CH2:5][N:4]([C:9]2[C:16]([F:17])=[C:15]([F:18])[C:14]([I:19])=[CH:13][C:10]=2[CH:11]=O)[CH2:3]1.[NH:20]1[C:27](=[O:28])[CH2:26][C:24](=[O:25])[NH:23][C:21]1=[O:22]. Product: [F:18][C:15]1[C:16]([F:17])=[C:9]2[C:10]([CH2:11][C:26]3([C@H:3]4[C@H:2]([CH3:1])[O:7][C@H:6]([CH3:8])[CH2:5][N:4]42)[C:24](=[O:25])[NH:23][C:21](=[O:22])[NH:20][C:27]3=[O:28])=[CH:13][C:14]=1[I:19]. The catalyst class is: 41. (4) Reactant: [F:1][C:2]1[CH:7]=[CH:6][N:5]2[C:8]([CH2:14][C:15]3[CH:38]=[CH:37][C:18]4/[C:19](=[C:29](\[C:31]5[NH:32][O:33][C:34](=[O:36])[N:35]=5)/[CH3:30])/[C:20]5[CH:27]=[CH:26][C:25]([F:28])=[CH:24][C:21]=5[O:22][CH2:23][C:17]=4[CH:16]=3)=[C:9]([C:11]([NH2:13])=O)[N:10]=[C:4]2[CH:3]=1.C(N(CC)CC)C.FC(F)(F)C(OC(=O)C(F)(F)F)=O.O. Product: [C:11]([C:9]1[N:10]=[C:4]2[CH:3]=[C:2]([F:1])[CH:7]=[CH:6][N:5]2[C:8]=1[CH2:14][C:15]1[CH:38]=[CH:37][C:18]2/[C:19](=[C:29](\[C:31]3[NH:35][C:34](=[O:36])[O:33][N:32]=3)/[CH3:30])/[C:20]3[CH:27]=[CH:26][C:25]([F:28])=[CH:24][C:21]=3[O:22][CH2:23][C:17]=2[CH:16]=1)#[N:13]. The catalyst class is: 1. (5) Reactant: Br[C:2]1[CH:7]=[CH:6][CH:5]=[C:4]([N+:8]([O-:10])=[O:9])[C:3]=1[CH3:11].[B-](F)(F)(F)[CH:13]=[CH2:14].[K+]. Product: [CH3:11][C:3]1[C:2]([CH:13]=[CH2:14])=[CH:7][CH:6]=[CH:5][C:4]=1[N+:8]([O-:10])=[O:9]. The catalyst class is: 8. (6) Reactant: [CH3:1][C:2]1[CH:10]=[C:9]([N+:11]([O-:13])=[O:12])[CH:8]=[CH:7][C:3]=1[C:4]([OH:6])=O.[CH3:14][C:15]1[CH:20]=[C:19]([CH3:21])[CH:18]=[CH:17][C:16]=1[N:22]1[CH2:27][CH2:26][NH:25][CH2:24][CH2:23]1.ON1C2C=CC=CC=2N=N1.Cl.C(N=C=NCCCN(C)C)C. Product: [CH3:14][C:15]1[CH:20]=[C:19]([CH3:21])[CH:18]=[CH:17][C:16]=1[N:22]1[CH2:23][CH2:24][N:25]([C:4]([C:3]2[CH:7]=[CH:8][C:9]([N+:11]([O-:13])=[O:12])=[CH:10][C:2]=2[CH3:1])=[O:6])[CH2:26][CH2:27]1. The catalyst class is: 35. (7) Reactant: [C:1]([CH2:5][C@@H:6]1[C:12](=[O:13])[N:11]([CH3:14])[CH2:10][C:9]2[CH:15]=[C:16]([C:19]([OH:21])=O)[CH:17]=[CH:18][C:8]=2[NH:7]1)([O:3][CH3:4])=[O:2].[CH3:22][N:23]1[C:31]2[C:26](=[CH:27][CH:28]=[CH:29][CH:30]=2)[CH:25]=[C:24]1[CH2:32][NH:33][CH3:34].C1C=CC2N(O)N=NC=2C=1.CCN(C(C)C)C(C)C.C(Cl)CCl. The catalyst class is: 18. Product: [C:1]([CH2:5][C@@H:6]1[C:12](=[O:13])[N:11]([CH3:14])[CH2:10][C:9]2[CH:15]=[C:16]([C:19]([N:33]([CH3:34])[CH2:32][C:24]3[N:23]([CH3:22])[C:31]4[C:26]([CH:25]=3)=[CH:27][CH:28]=[CH:29][CH:30]=4)=[O:21])[CH:17]=[CH:18][C:8]=2[NH:7]1)([O:3][CH3:4])=[O:2].